From a dataset of Catalyst prediction with 721,799 reactions and 888 catalyst types from USPTO. Predict which catalyst facilitates the given reaction. (1) Reactant: [CH3:1][C:2]1[CH:3]=[C:4]([NH:11][C:12]([C:14]2([CH3:17])[CH2:16][O:15]2)=[O:13])[CH:5]=[CH:6][C:7]=1[N+:8]([O-:10])=[O:9].[F:18][C:19]1[CH:25]=[CH:24][C:22]([NH2:23])=[CH:21][CH:20]=1.Cl([O-])(=O)(=O)=O.[Na+]. Product: [F:18][C:19]1[CH:25]=[CH:24][C:22]([NH:23][CH2:16][C:14]([OH:15])([CH3:17])[C:12]([NH:11][C:4]2[CH:5]=[CH:6][C:7]([N+:8]([O-:10])=[O:9])=[C:2]([CH3:1])[CH:3]=2)=[O:13])=[CH:21][CH:20]=1. The catalyst class is: 10. (2) Reactant: [Br:1][C:2]1[CH:3]=[C:4]([NH:10][C@H:11]([C:16]2[CH:21]=[CH:20][CH:19]=[CH:18][CH:17]=2)[C:12]([O:14]C)=[O:13])[CH:5]=[CH:6][C:7]=1[C:8]#[N:9].[OH-].[Na+].Cl.O. Product: [Br:1][C:2]1[CH:3]=[C:4]([NH:10][C@H:11]([C:16]2[CH:17]=[CH:18][CH:19]=[CH:20][CH:21]=2)[C:12]([OH:14])=[O:13])[CH:5]=[CH:6][C:7]=1[C:8]#[N:9]. The catalyst class is: 49.